From a dataset of Reaction yield outcomes from USPTO patents with 853,638 reactions. Predict the reaction yield, written as a fraction of the theoretical maximum amount of product (1.0 means a 100% yield; for example, 0.34 means a 34% yield). (1) The reactants are [N:1]1[C:10]2[C:5](=[CH:6][CH:7]=[CH:8][C:9]=2[OH:11])[CH:4]=[CH:3][CH:2]=1.Br[CH2:13][C:14]([O:16][CH2:17][CH3:18])=[O:15].C([O-])([O-])=O.[K+].[K+]. The catalyst is CC#N. The product is [N:1]1[C:10]2[C:5](=[CH:6][CH:7]=[CH:8][C:9]=2[O:11][CH2:13][C:14]([O:16][CH2:17][CH3:18])=[O:15])[CH:4]=[CH:3][CH:2]=1. The yield is 0.810. (2) The reactants are [O:1]=[C:2]([N:20]1[CH2:24][CH2:23][CH2:22][CH2:21]1)[C@@H:3]([NH:6][CH2:7][C:8]1[CH:13]=[CH:12][N:11]=[C:10]2[NH:14][CH:15]=[C:16]([C:17](O)=[O:18])[C:9]=12)[CH2:4][CH3:5].CN(C(ON1N=NC2C=CC=NC1=2)=[N+](C)C)C.F[P-](F)(F)(F)(F)F.CN1CCOCC1. The catalyst is CN(C)C=O. The product is [O:1]=[C:2]([N:20]1[CH2:24][CH2:23][CH2:22][CH2:21]1)[C@@H:3]([N:6]1[C:17](=[O:18])[C:16]2=[CH:15][NH:14][C:10]3[C:9]2=[C:8]([CH:13]=[CH:12][N:11]=3)[CH2:7]1)[CH2:4][CH3:5]. The yield is 0.494. (3) The reactants are [O:1]1[C:5]2=[CH:6][N:7]=[C:8]([CH2:10][OH:11])[CH:9]=[C:4]2[CH:3]=[CH:2]1.[C:12](OC(=O)C)(=[O:14])[CH3:13]. The catalyst is N1C=CC=CC=1. The product is [C:12]([O:11][CH2:10][C:8]1[CH:9]=[C:4]2[CH:3]=[CH:2][O:1][C:5]2=[CH:6][N:7]=1)(=[O:14])[CH3:13]. The yield is 0.940. (4) The product is [CH3:14][C@H:9]1[C:8](=[O:15])[O:7][CH2:6][C@@H:5]([C:16]2[CH:21]=[CH:20][CH:19]=[CH:18][CH:17]=2)[NH:4][C:3](=[O:22])[C@H:2]([NH:1][C:30](=[O:32])[CH3:31])[CH2:13][CH:12]=[CH:11][CH2:10]1. The yield is 0.680. The reactants are [NH2:1][C@@H:2]1[CH2:13][CH:12]=[CH:11][CH2:10][C@@H:9]([CH3:14])[C:8](=[O:15])[O:7][CH2:6][C@@H:5]([C:16]2[CH:21]=[CH:20][CH:19]=[CH:18][CH:17]=2)[NH:4][C:3]1=[O:22].CCN(CC)CC.[C:30](OC(=O)C)(=[O:32])[CH3:31]. The catalyst is CN(C=O)C. (5) The reactants are [C:1]([C:4]1[C:9]([O:10][CH2:11][CH2:12][NH:13][C:14](=[O:20])[O:15][C:16]([CH3:19])([CH3:18])[CH3:17])=[C:8]([CH:21]=[O:22])[C:7]([CH3:23])=[C:6]([Cl:24])[CH:5]=1)(=[O:3])[CH3:2].[OH-:25].[Na+].Cl. The catalyst is CO.O.OO.NC(N)=O. The product is [C:1]([C:4]1[C:9]([O:10][CH2:11][CH2:12][NH:13][C:14]([O:15][C:16]([CH3:18])([CH3:19])[CH3:17])=[O:20])=[C:8]([C:7]([CH3:23])=[C:6]([Cl:24])[CH:5]=1)[C:21]([OH:25])=[O:22])(=[O:3])[CH3:2]. The yield is 0.840. (6) The reactants are B(F)(F)F.CCOCC.[OH:10][C:11]1[C:20]([CH3:21])=[C:19]2[C:14]([CH:15]=[C:16]([NH:23][C:24](=[O:33])[O:25][CH2:26][C:27]3[CH:32]=[CH:31][CH:30]=[CH:29][CH:28]=3)[C:17](=[O:22])[O:18]2)=[CH:13][C:12]=1[O:34][CH3:35].ClC(Cl)(Cl)C(=N)O[C@H:40]1[C@@H:45]2[O:46][C:47](=[O:49])[O:48][C@@H:44]2[C@@H:43]([O:50][CH3:51])[C:42]([CH3:53])([CH3:52])[O:41]1.C(N(CC)CC)C. The catalyst is C(Cl)Cl. The product is [CH3:35][O:34][C:12]1[CH:13]=[C:14]2[C:19](=[C:20]([CH3:21])[C:11]=1[O:10][C@H:40]1[C@@H:45]3[O:46][C:47](=[O:49])[O:48][C@@H:44]3[C@@H:43]([O:50][CH3:51])[C:42]([CH3:53])([CH3:52])[O:41]1)[O:18][C:17](=[O:22])[C:16]([NH:23][C:24](=[O:33])[O:25][CH2:26][C:27]1[CH:32]=[CH:31][CH:30]=[CH:29][CH:28]=1)=[CH:15]2. The yield is 0.950. (7) The reactants are [N+:1]([C:4]1[C:12]2[O:11][C:10](C(O)=O)=[CH:9][C:8]=2[CH:7]=[CH:6][CH:5]=1)([O-:3])=[O:2]. The catalyst is N1C2C(=CC=CC=2)C=CC=1.O.[Cu]=O. The product is [N+:1]([C:4]1[C:12]2[O:11][CH:10]=[CH:9][C:8]=2[CH:7]=[CH:6][CH:5]=1)([O-:3])=[O:2]. The yield is 0.920.